This data is from Reaction yield outcomes from USPTO patents with 853,638 reactions. The task is: Predict the reaction yield, written as a fraction of the theoretical maximum amount of product (1.0 means a 100% yield; for example, 0.34 means a 34% yield). (1) The reactants are [Br:1][C:2]1[C:3](F)=[C:4]2[C:10]([NH:11][C:12](=[O:20])[C:13]3[CH:18]=[CH:17][C:16]([CH3:19])=[N:15][CH:14]=3)=[CH:9][NH:8][C:5]2=[N:6][CH:7]=1.[NH:22]1[CH2:27][CH2:26][CH2:25][C@@H:24]([NH:28][C:29](=[O:35])[O:30][C:31]([CH3:34])([CH3:33])[CH3:32])[CH2:23]1. The catalyst is CCCCO. The product is [Br:1][C:2]1[C:3]([N:22]2[CH2:27][CH2:26][CH2:25][C@@H:24]([NH:28][C:29](=[O:35])[O:30][C:31]([CH3:33])([CH3:32])[CH3:34])[CH2:23]2)=[C:4]2[C:10]([NH:11][C:12](=[O:20])[C:13]3[CH:18]=[CH:17][C:16]([CH3:19])=[N:15][CH:14]=3)=[CH:9][NH:8][C:5]2=[N:6][CH:7]=1. The yield is 0.0300. (2) The reactants are [NH2:1][C:2]1[N:6]([C:7]2[CH:12]=[CH:11][CH:10]=[CH:9][CH:8]=2)[N:5]=[C:4]([O:13][CH2:14][C@H:15]2[CH2:18][CH2:17][N:16]2[C:19]([O:21][C:22]([CH3:25])([CH3:24])[CH3:23])=[O:20])[C:3]=1[CH3:26].C1(C2C=CC([CH2:36][O:37]C)=CC=2CN)CC1.[CH3:41][O:42][CH2:43][C:44]1[CH:45]=[CH:46][C:47]([O:52][C:53]([F:56])([F:55])[F:54])=[C:48]([CH2:50][NH2:51])[CH:49]=1. No catalyst specified. The product is [CH3:41][O:42][CH2:43][C:44]1[CH:45]=[CH:46][C:47]([O:52][C:53]([F:54])([F:55])[F:56])=[C:48]([CH:49]=1)[CH2:50][NH:51][C:36](=[O:37])[NH:1][C:2]1[N:6]([C:7]2[CH:12]=[CH:11][CH:10]=[CH:9][CH:8]=2)[N:5]=[C:4]([O:13][CH2:14][C@H:15]2[CH2:18][CH2:17][N:16]2[C:19]([O:21][C:22]([CH3:23])([CH3:25])[CH3:24])=[O:20])[C:3]=1[CH3:26]. The yield is 0.620. (3) The reactants are [NH2:1][C:2]1[CH:7]=[CH:6][CH:5]=[CH:4][C:3]=1[S:8]([NH2:11])(=[O:10])=[O:9].[F:12][C:13]([F:27])([F:26])[C:14]1[CH:15]=[C:16](/[CH:20]=[CH:21]/[S:22](Cl)(=[O:24])=[O:23])[CH:17]=[CH:18][CH:19]=1. No catalyst specified. The product is [F:27][C:13]([F:12])([F:26])[C:14]1[CH:15]=[C:16](/[CH:20]=[CH:21]/[S:22]([NH:1][C:2]2[CH:7]=[CH:6][CH:5]=[CH:4][C:3]=2[S:8]([NH2:11])(=[O:9])=[O:10])(=[O:23])=[O:24])[CH:17]=[CH:18][CH:19]=1. The yield is 0.370. (4) The yield is 0.660. The product is [CH:34]([C:35]([OH:46])([CH:22]([CH3:23])[C:21]([O:25][CH2:26][C:27]1[CH:32]=[CH:31][CH:30]=[CH:29][CH:28]=1)=[O:24])[C:36]([O:38][CH2:39][C:40]1[CH:45]=[CH:44][CH:43]=[CH:42][CH:41]=1)=[O:37])([CH3:47])[CH3:33]. The reactants are C(NC(C)C)(C)C.O1CCCC1.C([N-]C(C)C)(C)C.[Li+].[C:21]([O:25][CH2:26][C:27]1[CH:32]=[CH:31][CH:30]=[CH:29][CH:28]=1)(=[O:24])[CH2:22][CH3:23].[CH3:33][CH:34]([CH3:47])[C:35](=[O:46])[C:36]([O:38][CH2:39][C:40]1[CH:45]=[CH:44][CH:43]=[CH:42][CH:41]=1)=[O:37]. The catalyst is O1CCCC1.C(O)(=O)CC(CC(O)=O)(C(O)=O)O.CCCCCC.C(OCC)(=O)C.